Dataset: NCI-60 drug combinations with 297,098 pairs across 59 cell lines. Task: Regression. Given two drug SMILES strings and cell line genomic features, predict the synergy score measuring deviation from expected non-interaction effect. (1) Drug 1: CC=C1C(=O)NC(C(=O)OC2CC(=O)NC(C(=O)NC(CSSCCC=C2)C(=O)N1)C(C)C)C(C)C. Drug 2: COCCOC1=C(C=C2C(=C1)C(=NC=N2)NC3=CC=CC(=C3)C#C)OCCOC.Cl. Cell line: A549. Synergy scores: CSS=65.8, Synergy_ZIP=-0.608, Synergy_Bliss=2.78, Synergy_Loewe=-26.3, Synergy_HSA=2.40. (2) Cell line: RPMI-8226. Drug 1: C1=NC2=C(N=C(N=C2N1C3C(C(C(O3)CO)O)O)F)N. Drug 2: C1=CC=C(C=C1)NC(=O)CCCCCCC(=O)NO. Synergy scores: CSS=19.7, Synergy_ZIP=-0.382, Synergy_Bliss=-0.349, Synergy_Loewe=-21.4, Synergy_HSA=0.0581. (3) Drug 1: C1CCC(C1)C(CC#N)N2C=C(C=N2)C3=C4C=CNC4=NC=N3. Drug 2: CCN(CC)CCCC(C)NC1=C2C=C(C=CC2=NC3=C1C=CC(=C3)Cl)OC. Cell line: HL-60(TB). Synergy scores: CSS=50.0, Synergy_ZIP=36.8, Synergy_Bliss=38.7, Synergy_Loewe=24.6, Synergy_HSA=28.2. (4) Drug 1: CC=C1C(=O)NC(C(=O)OC2CC(=O)NC(C(=O)NC(CSSCCC=C2)C(=O)N1)C(C)C)C(C)C. Drug 2: CCCCC(=O)OCC(=O)C1(CC(C2=C(C1)C(=C3C(=C2O)C(=O)C4=C(C3=O)C=CC=C4OC)O)OC5CC(C(C(O5)C)O)NC(=O)C(F)(F)F)O. Cell line: IGROV1. Synergy scores: CSS=30.6, Synergy_ZIP=-8.59, Synergy_Bliss=-8.39, Synergy_Loewe=-20.1, Synergy_HSA=-6.22.